From a dataset of Catalyst prediction with 721,799 reactions and 888 catalyst types from USPTO. Predict which catalyst facilitates the given reaction. (1) Reactant: [O:1]1[C:6]2[CH:7]=[CH:8][CH:9]=[CH:10][C:5]=2[O:4][CH2:3][C@@H:2]1[C:11]([N:13]1[CH2:18][CH2:17][CH2:16][C@H:15]([C:19]2[CH:24]=[CH:23][CH:22]=[C:21]([O:25][CH2:26][F:27])[CH:20]=2)[CH2:14]1)=O. Product: [O:1]1[C:6]2[CH:7]=[CH:8][CH:9]=[CH:10][C:5]=2[O:4][CH2:3][C@@H:2]1[CH2:11][N:13]1[CH2:18][CH2:17][CH2:16][C@H:15]([C:19]2[CH:24]=[CH:23][CH:22]=[C:21]([O:25][CH2:26][F:27])[CH:20]=2)[CH2:14]1. The catalyst class is: 1. (2) Reactant: C([O:8][C@@H](C)CO)C1C=CC=CC=1.[CH2:13]([S:15]([C:18]1[CH:19]=[C:20]([C:24]2[C:29]3[C:30]4[CH:36]=[C:35]([CH3:37])[CH:34]=[N:33][C:31]=4[NH:32][C:28]=3[C:27]([O:38][CH2:39][CH2:40][CH2:41]N(C)C)=[N:26][CH:25]=2)[CH:21]=[CH:22][CH:23]=1)(=[O:17])=[O:16])[CH3:14]. Product: [CH2:13]([S:15]([C:18]1[CH:19]=[C:20]([C:24]2[C:29]3[C:30]4[CH:36]=[C:35]([CH3:37])[CH:34]=[N:33][C:31]=4[NH:32][C:28]=3[C:27]([O:38][CH2:39][C@H:40]([OH:8])[CH3:41])=[N:26][CH:25]=2)[CH:21]=[CH:22][CH:23]=1)(=[O:16])=[O:17])[CH3:14]. The catalyst class is: 19. (3) Reactant: [CH3:1][C:2]1[CH:7]=[C:6]([CH3:8])[N:5]=[C:4]([NH:9][CH:10]2[CH2:14][CH2:13][NH:12][CH2:11]2)[CH:3]=1.[F:15][C:16]([F:29])([F:28])[O:17][C:18]1[CH:23]=[CH:22][C:21]([CH2:24][C:25](O)=[O:26])=[CH:20][CH:19]=1. Product: [CH3:1][C:2]1[CH:7]=[C:6]([CH3:8])[N:5]=[C:4]([NH:9][CH:10]2[CH2:14][CH2:13][N:12]([C:25](=[O:26])[CH2:24][C:21]3[CH:22]=[CH:23][C:18]([O:17][C:16]([F:28])([F:15])[F:29])=[CH:19][CH:20]=3)[CH2:11]2)[CH:3]=1. The catalyst class is: 22. (4) Reactant: Br[C:2]1[C:3]([CH3:12])=[C:4]([CH:9]=[CH:10][CH:11]=1)[C:5]([O:7][CH3:8])=[O:6].[CH3:13][C:14]1([CH3:30])[C:18]([CH3:20])([CH3:19])[O:17][B:16]([B:16]2[O:17][C:18]([CH3:20])([CH3:19])[C:14]([CH3:30])([CH3:13])[O:15]2)[O:15]1.C1(P(C2C=CC=CC=2)C2C=CC=CC=2)C=CC=CC=1.C([O-])(=O)C.[K+]. Product: [CH3:12][C:3]1[C:2]([B:16]2[O:17][C:18]([CH3:20])([CH3:19])[C:14]([CH3:30])([CH3:13])[O:15]2)=[CH:11][CH:10]=[CH:9][C:4]=1[C:5]([O:7][CH3:8])=[O:6]. The catalyst class is: 12. (5) Reactant: O[CH:2]=[C:3]1[C:11]2[C:6](=[CH:7][C:8]([C:12]([C:14]3[CH:19]=[CH:18][C:17]([NH:20][C:21](=[O:23])[CH3:22])=[CH:16][CH:15]=3)=[O:13])=[CH:9][CH:10]=2)[NH:5][C:4]1=[O:24].[CH3:25][N:26]1[CH2:31][CH2:30][N:29]([C:32]2[CH:37]=[CH:36][C:35]([NH2:38])=[CH:34][CH:33]=2)[CH2:28][CH2:27]1. Product: [CH3:25][N:26]1[CH2:27][CH2:28][N:29]([C:32]2[CH:37]=[CH:36][C:35]([NH:38][CH:2]=[C:3]3[C:11]4[C:6](=[CH:7][C:8]([C:12]([C:14]5[CH:19]=[CH:18][C:17]([NH:20][C:21](=[O:23])[CH3:22])=[CH:16][CH:15]=5)=[O:13])=[CH:9][CH:10]=4)[NH:5][C:4]3=[O:24])=[CH:34][CH:33]=2)[CH2:30][CH2:31]1. The catalyst class is: 1. (6) Reactant: [Cl:1][C:2]1[CH:3]=[C:4]([C:23]#[N:24])[N:5]([CH2:8][CH2:9][CH:10]([N:12]2C(=O)C3C(=CC=CC=3)C2=O)[CH3:11])[C:6]=1[CH3:7].NN. Product: [NH2:12][CH:10]([CH3:11])[CH2:9][CH2:8][N:5]1[C:6]([CH3:7])=[C:2]([Cl:1])[CH:3]=[C:4]1[C:23]#[N:24]. The catalyst class is: 8. (7) Reactant: [F:1][C:2]1[C:3]([N:8]2[C:12]([CH2:13][C:14]3[N:19]=[CH:18][N:17]4[N:20]=[C:21]([CH2:23][OH:24])[N:22]=[C:16]4[C:15]=3[CH2:25][CH2:26][CH3:27])=[CH:11][CH:10]=[N:9]2)=[N:4][CH:5]=[CH:6][CH:7]=1.CC(OI1(OC(C)=O)(OC(C)=O)OC(=O)C2C=CC=CC1=2)=O.O. Product: [F:1][C:2]1[C:3]([N:8]2[C:12]([CH2:13][C:14]3[N:19]=[CH:18][N:17]4[N:20]=[C:21]([CH:23]=[O:24])[N:22]=[C:16]4[C:15]=3[CH2:25][CH2:26][CH3:27])=[CH:11][CH:10]=[N:9]2)=[N:4][CH:5]=[CH:6][CH:7]=1. The catalyst class is: 2.